This data is from Full USPTO retrosynthesis dataset with 1.9M reactions from patents (1976-2016). The task is: Predict the reactants needed to synthesize the given product. (1) Given the product [ClH:1].[Cl:1][C:2]1[C:41]([C:42]([F:43])([F:44])[F:45])=[CH:40][CH:39]=[CH:38][C:3]=1[CH2:4][N:5]([CH2:24][CH:25]([C:32]1[CH:33]=[CH:34][CH:35]=[CH:36][CH:37]=1)[C:26]1[CH:27]=[CH:28][CH:29]=[CH:30][CH:31]=1)[CH2:6][CH2:7][CH2:8][O:9][C:10]1[CH:11]=[C:12]([CH:16]([CH2:20][CH2:21][CH2:22][CH3:23])[C:17]([OH:19])=[O:18])[CH:13]=[CH:14][CH:15]=1, predict the reactants needed to synthesize it. The reactants are: [Cl:1][C:2]1[C:41]([C:42]([F:45])([F:44])[F:43])=[CH:40][CH:39]=[CH:38][C:3]=1[CH2:4][N:5]([CH2:24][CH:25]([C:32]1[CH:37]=[CH:36][CH:35]=[CH:34][CH:33]=1)[C:26]1[CH:31]=[CH:30][CH:29]=[CH:28][CH:27]=1)[CH2:6][CH2:7][CH2:8][O:9][C:10]1[CH:11]=[C:12]([CH:16]([CH2:20][CH2:21][CH2:22][CH3:23])[C:17]([OH:19])=[O:18])[CH:13]=[CH:14][CH:15]=1.Cl. (2) Given the product [F:32][C:29]1[CH:30]=[CH:31][C:25]2[N:24]=[C:23]([C:18]3[C:17]4[C:16]5[C:11](=[CH:12][CH:13]=[CH:14][CH:15]=5)[N:10]([C:8]5[CH:7]=[CH:6][C:3]([C:4]([NH2:5])=[O:34])=[C:2]([NH:45][CH2:44][C:41]6[CH:42]=[CH:43][O:39][CH:40]=6)[CH:9]=5)[C:22]=4[CH:21]=[CH:20][CH:19]=3)[NH:27][C:26]=2[CH:28]=1, predict the reactants needed to synthesize it. The reactants are: F[C:2]1[CH:9]=[C:8]([N:10]2[C:22]3[CH:21]=[CH:20][CH:19]=[C:18]([C:23]4[NH:27][C:26]5[CH:28]=[C:29]([F:32])[CH:30]=[CH:31][C:25]=5[N:24]=4)[C:17]=3[C:16]3[C:11]2=[CH:12][CH:13]=[CH:14][CH:15]=3)[CH:7]=[CH:6][C:3]=1[C:4]#[N:5].C(=O)([O-])[O-:34].[K+].[K+].[O:39]1[CH:43]=[CH:42][C:41]([CH2:44][NH2:45])=[CH:40]1.[OH-].[Na+].OO. (3) Given the product [N:17]1[CH:18]=[CH:19][CH:20]=[CH:21][C:16]=1[CH2:15][N:10]([CH2:9][CH2:8][CH2:7][CH2:6][CH2:5][CH2:4][CH2:3][CH2:2][NH:1][C:23]([NH:22][C:25]1[CH:26]=[CH:27][C:28]([S:31](=[O:33])(=[O:32])[NH2:34])=[CH:29][CH:30]=1)=[S:24])[CH2:11][C:12]([OH:14])=[O:13], predict the reactants needed to synthesize it. The reactants are: [NH2:1][CH2:2][CH2:3][CH2:4][CH2:5][CH2:6][CH2:7][CH2:8][CH2:9][N:10]([CH2:15][C:16]1[CH:21]=[CH:20][CH:19]=[CH:18][N:17]=1)[CH2:11][C:12]([OH:14])=[O:13].[N:22]([C:25]1[CH:30]=[CH:29][C:28]([S:31]([NH2:34])(=[O:33])=[O:32])=[CH:27][CH:26]=1)=[C:23]=[S:24]. (4) Given the product [F:1][C:2]1[CH:9]=[CH:8][CH:7]=[C:4]2[C:3]=1[O:10][C:17](=[O:18])[C:16]([C:14]([OH:15])=[O:13])=[CH:5]2, predict the reactants needed to synthesize it. The reactants are: [F:1][C:2]1[CH:9]=[CH:8][CH:7]=[C:4]([CH:5]=O)[C:3]=1[OH:10].CC1(C)O[C:17](=[O:18])[CH2:16][C:14](=[O:15])[O:13]1.